Dataset: Peptide-MHC class II binding affinity with 134,281 pairs from IEDB. Task: Regression. Given a peptide amino acid sequence and an MHC pseudo amino acid sequence, predict their binding affinity value. This is MHC class II binding data. (1) The peptide sequence is SGREVIDAMCHATLT. The MHC is DRB3_0101 with pseudo-sequence DRB3_0101. The binding affinity (normalized) is 0.272. (2) The peptide sequence is ELLDQSDVKEPGVSR. The MHC is DRB1_0404 with pseudo-sequence DRB1_0404. The binding affinity (normalized) is 0.284. (3) The peptide sequence is QGSVQPQQLPQFEEIRNLAL. The MHC is DRB1_0701 with pseudo-sequence DRB1_0701. The binding affinity (normalized) is 0.533. (4) The peptide sequence is KMIGGIGGFIKVRQYDQIHI. The MHC is HLA-DQA10301-DQB10302 with pseudo-sequence HLA-DQA10301-DQB10302. The binding affinity (normalized) is 0.223.